From a dataset of CYP2C19 inhibition data for predicting drug metabolism from PubChem BioAssay. Regression/Classification. Given a drug SMILES string, predict its absorption, distribution, metabolism, or excretion properties. Task type varies by dataset: regression for continuous measurements (e.g., permeability, clearance, half-life) or binary classification for categorical outcomes (e.g., BBB penetration, CYP inhibition). Dataset: cyp2c19_veith. (1) The drug is COc1ccc2cc3cc(C(=O)Nc4ccc5c(c4)OCO5)oc3nc2c1. The result is 1 (inhibitor). (2) The molecule is Clc1ccccc1-c1nc(Nc2ccncc2)c2ccccc2n1. The result is 1 (inhibitor).